From a dataset of Forward reaction prediction with 1.9M reactions from USPTO patents (1976-2016). Predict the product of the given reaction. (1) Given the reactants [CH:1]([C@@H:4]1[CH2:8][C@@H:7]([C@@H:9]([N:31]=[N+]=[N-])[CH2:10][C@@H:11]([CH:28]([CH3:30])[CH3:29])[C:12]([C:14]2[CH:19]=[CH:18][C:17]([O:20][CH3:21])=[C:16]([O:22][CH2:23][CH2:24][CH2:25][O:26][CH3:27])[CH:15]=2)=O)[O:6][C:5]1=[O:34])([CH3:3])[CH3:2].C(CN)O, predict the reaction product. The product is: [CH:1]([C@@H:4]1[CH2:8][C@@H:7]([C@@H:9]([NH2:31])[CH2:10][C@@H:11]([CH:28]([CH3:30])[CH3:29])[CH2:12][C:14]2[CH:19]=[CH:18][C:17]([O:20][CH3:21])=[C:16]([O:22][CH2:23][CH2:24][CH2:25][O:26][CH3:27])[CH:15]=2)[O:6][C:5]1=[O:34])([CH3:3])[CH3:2]. (2) Given the reactants [F:1][C@H:2]1[CH2:19][C@@:17]2([CH3:18])[C@@H:13]([CH2:14][CH2:15][C:16]2=[O:20])[C@H:12]2[C@H:3]1[C:4]1[CH:5]=[CH:6][C:7]([OH:27])=[CH:8][C:9]=1[CH2:10][C@H:11]2[CH2:21][CH2:22][CH2:23][CH2:24]CI.[F:28][C:29]([C:34]([F:49])([F:48])[C:35]([F:47])([F:46])[C:36]([F:45])([F:44])[C:37]([F:43])([F:42])[C:38]([F:41])([F:40])[F:39])=[CH:30][CH2:31][NH:32][CH3:33].[CH3:50]N1CCCC1=O, predict the reaction product. The product is: [F:28][C:29]([C:34]([F:48])([F:49])[C:35]([F:46])([F:47])[C:36]([F:44])([F:45])[C:37]([F:42])([F:43])[C:38]([F:39])([F:40])[F:41])=[CH:30][CH2:31][N:32]([CH3:50])[CH2:33][CH2:24][CH2:23][CH2:22][CH2:21][C@@H:11]1[CH2:10][C:9]2[CH:8]=[C:7]([OH:27])[CH:6]=[CH:5][C:4]=2[C@@H:3]2[C@@H:12]1[C@H:13]1[C@@:17]([CH2:19][C@@H:2]2[F:1])([CH3:18])[C:16](=[O:20])[CH2:15][CH2:14]1.